This data is from NCI-60 drug combinations with 297,098 pairs across 59 cell lines. The task is: Regression. Given two drug SMILES strings and cell line genomic features, predict the synergy score measuring deviation from expected non-interaction effect. (1) Drug 1: C1=CC=C(C=C1)NC(=O)CCCCCCC(=O)NO. Drug 2: C1=CN(C=N1)CC(O)(P(=O)(O)O)P(=O)(O)O. Cell line: SF-539. Synergy scores: CSS=15.7, Synergy_ZIP=-3.19, Synergy_Bliss=-2.09, Synergy_Loewe=-7.36, Synergy_HSA=-2.04. (2) Drug 1: C1=NC2=C(N=C(N=C2N1C3C(C(C(O3)CO)O)O)F)N. Drug 2: C1=NC(=NC(=O)N1C2C(C(C(O2)CO)O)O)N. Cell line: LOX IMVI. Synergy scores: CSS=10.8, Synergy_ZIP=-10.4, Synergy_Bliss=-14.7, Synergy_Loewe=-41.5, Synergy_HSA=-16.6.